From a dataset of Forward reaction prediction with 1.9M reactions from USPTO patents (1976-2016). Predict the product of the given reaction. (1) Given the reactants [NH2:1][C:2]1[CH:3]=[C:4]([NH:8][C:9]2[N:14]=[C:13]([NH:15][C:16]3[CH:21]=[CH:20][CH:19]=[CH:18][C:17]=3[S:22]([CH:25]([CH3:27])[CH3:26])(=[O:24])=[O:23])[C:12]([Cl:28])=[CH:11][N:10]=2)[CH:5]=[CH:6][CH:7]=1.CCN(C(C)C)C(C)C.[C:38](Cl)(=[O:41])[CH:39]=[CH2:40], predict the reaction product. The product is: [Cl:28][C:12]1[C:13]([NH:15][C:16]2[CH:21]=[CH:20][CH:19]=[CH:18][C:17]=2[S:22]([CH:25]([CH3:26])[CH3:27])(=[O:24])=[O:23])=[N:14][C:9]([NH:8][C:4]2[CH:3]=[C:2]([NH:1][C:38](=[O:41])[CH:39]=[CH2:40])[CH:7]=[CH:6][CH:5]=2)=[N:10][CH:11]=1. (2) Given the reactants [CH3:1][N:2]([CH2:4][CH:5]([C:13]1([OH:19])[CH2:18][CH2:17][CH2:16][CH2:15][CH2:14]1)[C:6]1[CH:7]=[CH:8][C:9]([OH:12])=[CH:10][CH:11]=1)[CH3:3].[CH3:20]NCC[C@H](OC1C=CC=C2C=CC=CC=12)C1SC=CC=1.CCN(C(C1(C2C=CC=CC=2)C(CN)C1)=O)CC, predict the reaction product. The product is: [CH3:1][N:2]([CH2:4][CH:5]([C:13]1([OH:19])[CH2:18][CH2:17][CH2:16][CH2:15][CH2:14]1)[C:6]1[CH:7]=[CH:8][C:9]([O:12][CH3:20])=[CH:10][CH:11]=1)[CH3:3]. (3) Given the reactants [CH3:1][C:2]([C:4]1[CH:9]=[CH:8][C:7]([Cl:10])=[CH:6][C:5]=1[OH:11])=[O:3].Cl[C:13]1[C:22]2[C:17](=[CH:18][C:19]([O:25][CH3:26])=[C:20]([O:23][CH3:24])[CH:21]=2)[N:16]=[CH:15][CH:14]=1, predict the reaction product. The product is: [Cl:10][C:7]1[CH:8]=[CH:9][C:4]([C:2](=[O:3])[CH3:1])=[C:5]([O:11][C:13]2[C:22]3[C:17](=[CH:18][C:19]([O:25][CH3:26])=[C:20]([O:23][CH3:24])[CH:21]=3)[N:16]=[CH:15][CH:14]=2)[CH:6]=1. (4) Given the reactants [N:1]1[CH:6]=[CH:5][C:4]([CH2:7][OH:8])=[CH:3][CH:2]=1.[H-].[Na+].CS([C:15]1[N:20]=[C:19]([CH2:21][O:22]C2CCCCO2)[CH:18]=[CH:17][N:16]=1)(=O)=O.C1(C)C=CC(S([O-])(=O)=O)=CC=1.[NH+]1C=CC=CC=1, predict the reaction product. The product is: [N:1]1[CH:6]=[CH:5][C:4]([CH2:7][O:8][C:15]2[N:20]=[C:19]([CH2:21][OH:22])[CH:18]=[CH:17][N:16]=2)=[CH:3][CH:2]=1. (5) Given the reactants [NH2:1][C:2]1[N:7]=[C:6]([C:8]([F:15])([F:14])[C:9]([O:11]CC)=[O:10])[CH:5]=[CH:4][N:3]=1.Cl, predict the reaction product. The product is: [NH2:1][C:2]1[N:7]=[C:6]([C:8]([F:15])([F:14])[C:9]([OH:11])=[O:10])[CH:5]=[CH:4][N:3]=1.